This data is from Forward reaction prediction with 1.9M reactions from USPTO patents (1976-2016). The task is: Predict the product of the given reaction. Given the reactants C([O:8][C:9]1[C:14]([C:15]([CH3:18])([CH3:17])[CH3:16])=[CH:13][CH:12]=[CH:11][C:10]=1[C:19]1[CH:24]=[CH:23][CH:22]=[C:21]([C:25]([C:27]2[CH:32]=[CH:31][CH:30]=[CH:29][CH:28]=2)=[CH2:26])[N:20]=1)C1C=CC=CC=1, predict the reaction product. The product is: [C:15]([C:14]1[CH:13]=[CH:12][CH:11]=[C:10]([C:19]2[CH:24]=[CH:23][CH:22]=[C:21]([CH:25]([C:27]3[CH:32]=[CH:31][CH:30]=[CH:29][CH:28]=3)[CH3:26])[N:20]=2)[C:9]=1[OH:8])([CH3:16])([CH3:17])[CH3:18].